From a dataset of NCI-60 drug combinations with 297,098 pairs across 59 cell lines. Regression. Given two drug SMILES strings and cell line genomic features, predict the synergy score measuring deviation from expected non-interaction effect. Drug 1: CCC1=CC2CC(C3=C(CN(C2)C1)C4=CC=CC=C4N3)(C5=C(C=C6C(=C5)C78CCN9C7C(C=CC9)(C(C(C8N6C)(C(=O)OC)O)OC(=O)C)CC)OC)C(=O)OC.C(C(C(=O)O)O)(C(=O)O)O. Drug 2: C1CCC(CC1)NC(=O)N(CCCl)N=O. Cell line: LOX IMVI. Synergy scores: CSS=63.0, Synergy_ZIP=-2.72, Synergy_Bliss=-1.64, Synergy_Loewe=-0.381, Synergy_HSA=4.48.